From a dataset of Peptide-MHC class I binding affinity with 185,985 pairs from IEDB/IMGT. Regression. Given a peptide amino acid sequence and an MHC pseudo amino acid sequence, predict their binding affinity value. This is MHC class I binding data. (1) The peptide sequence is RPAIVVPAF. The MHC is HLA-B15:01 with pseudo-sequence HLA-B15:01. The binding affinity (normalized) is 0.0847. (2) The binding affinity (normalized) is 1.00. The MHC is HLA-B15:17 with pseudo-sequence HLA-B15:17. The peptide sequence is YSLGQGPVW. (3) The peptide sequence is FYKRKAMAW. The MHC is HLA-B27:05 with pseudo-sequence HLA-B27:05. The binding affinity (normalized) is 0.0847.